Dataset: TCR-epitope binding with 47,182 pairs between 192 epitopes and 23,139 TCRs. Task: Binary Classification. Given a T-cell receptor sequence (or CDR3 region) and an epitope sequence, predict whether binding occurs between them. The epitope is ELAGIGILTV. The TCR CDR3 sequence is CASSWDTQNTEAFF. Result: 0 (the TCR does not bind to the epitope).